From a dataset of Catalyst prediction with 721,799 reactions and 888 catalyst types from USPTO. Predict which catalyst facilitates the given reaction. (1) Reactant: [N:1]1[CH:6]=[CH:5][C:4]([C:7]2[CH:11]=[C:10]([C:12](OC)=[O:13])[NH:9][N:8]=2)=[CH:3][CH:2]=1.C1COCC1.[H-].[Al+3].[Li+].[H-].[H-].[H-]. Product: [N:1]1[CH:2]=[CH:3][C:4]([C:7]2[CH:11]=[C:10]([CH2:12][OH:13])[NH:9][N:8]=2)=[CH:5][CH:6]=1. The catalyst class is: 100. (2) Reactant: [Cl:1][C:2]1[N:7]=[C:6](I)[N:5]=[C:4]([N:9]2[CH2:14][CH2:13][O:12][CH2:11][CH2:10]2)[CH:3]=1.[C:15]1(B(O)O)[CH:20]=[CH:19][CH:18]=[CH:17][CH:16]=1.C(=O)(O)[O-].[Na+]. Product: [Cl:1][C:2]1[N:7]=[C:6]([C:15]2[CH:20]=[CH:19][CH:18]=[CH:17][CH:16]=2)[N:5]=[C:4]([N:9]2[CH2:14][CH2:13][O:12][CH2:11][CH2:10]2)[CH:3]=1. The catalyst class is: 10. (3) Reactant: [C:1]([NH:4][CH2:5][CH2:6][CH:7]1[C:15]2[C:10](=[CH:11][CH:12]=[C:13]([NH:17][C:18](=[O:22])[CH:19]([CH3:21])[CH3:20])[C:14]=2O)[CH2:9][CH2:8]1)(=[O:3])[CH3:2].C1(C)C=CC(S([O-])(=O)=O)=CC=1.[NH+]1C=CC=CC=1. Product: [CH:19]([C:18]1[O:22][C:14]2[C:15]3[CH:7]([CH2:6][CH2:5][NH:4][C:1](=[O:3])[CH3:2])[CH2:8][CH2:9][C:10]=3[CH:11]=[CH:12][C:13]=2[N:17]=1)([CH3:20])[CH3:21]. The catalyst class is: 113. (4) Reactant: FC(F)(F)C(O)=O.[F:8][C:9]1[CH:14]=[C:13]([F:15])[C:12]([F:16])=[CH:11][C:10]=1[NH:17][C:18]1[O:22][C:21]([C:23]([NH:25][C:26]2[CH:27]=[CH:28][C:29]([O:32][CH:33]3[CH2:38][CH2:37][CH:36]([C:39]([O:41]C(C)(C)C)=[O:40])[CH2:35][CH2:34]3)=[N:30][CH:31]=2)=[O:24])=[N:20][N:19]=1.C([O-])([O-])=O.[K+].[K+].C(O)(=O)CC(CC(O)=O)(C(O)=O)O. Product: [F:8][C:9]1[CH:14]=[C:13]([F:15])[C:12]([F:16])=[CH:11][C:10]=1[NH:17][C:18]1[O:22][C:21]([C:23]([NH:25][C:26]2[CH:27]=[CH:28][C:29]([O:32][CH:33]3[CH2:34][CH2:35][CH:36]([C:39]([OH:41])=[O:40])[CH2:37][CH2:38]3)=[N:30][CH:31]=2)=[O:24])=[N:20][N:19]=1. The catalyst class is: 1. (5) Reactant: [CH3:1][S:2](Cl)(=[O:4])=[O:3].[C:6]([C:10]1[CH:11]=[C:12]([NH:16][C:17]([NH:19][C@@H:20]2[C:29]3[C:24](=[CH:25][CH:26]=[CH:27][CH:28]=3)[C@H:23]([O:30][C:31]3[CH:32]=[CH:33][C:34]4[N:35]([C:37]([N:40]5[CH2:45][CH2:44][CH:43]([CH2:46][OH:47])[CH2:42][CH2:41]5)=[N:38][N:39]=4)[CH:36]=3)[CH2:22][CH2:21]2)=[O:18])[N:13]([CH3:15])[N:14]=1)([CH3:9])([CH3:8])[CH3:7].CCN(C(C)C)C(C)C. The catalyst class is: 2. Product: [C:6]([C:10]1[CH:11]=[C:12]([NH:16][C:17](=[O:18])[NH:19][C@@H:20]2[C:29]3[C:24](=[CH:25][CH:26]=[CH:27][CH:28]=3)[C@H:23]([O:30][C:31]3[CH:32]=[CH:33][C:34]4[N:35]([C:37]([N:40]5[CH2:45][CH2:44][CH:43]([CH2:46][O:47][S:2]([CH3:1])(=[O:4])=[O:3])[CH2:42][CH2:41]5)=[N:38][N:39]=4)[CH:36]=3)[CH2:22][CH2:21]2)[N:13]([CH3:15])[N:14]=1)([CH3:9])([CH3:7])[CH3:8].